Dataset: Catalyst prediction with 721,799 reactions and 888 catalyst types from USPTO. Task: Predict which catalyst facilitates the given reaction. (1) Reactant: [O:1]1[CH2:5][CH2:4][C:3]([CH:6]([OH:9])[CH2:7][OH:8])=[CH:2]1.[Br:10]N1C(=O)CCC1=O. Product: [Br:10][C:3]12[CH:6]([OH:9])[CH2:7][O:8][CH:2]1[O:1][CH2:5][CH2:4]2. The catalyst class is: 66. (2) Reactant: [CH:1]([O:5][C:6]1[CH:7]=[C:8]([CH:28]=[CH:29][CH:30]=1)[CH2:9][C:10]1[C:19]2[C:14](=[CH:15][C:16]([O:22][CH3:23])=[C:17]([O:20][CH3:21])[CH:18]=2)[C:13]([CH2:24][C:25]([OH:27])=[O:26])=[CH:12][N:11]=1)([CH2:3][CH3:4])[CH3:2].[N+](=[CH2:33])=[N-]. Product: [CH3:33][O:26][C:25](=[O:27])[CH2:24][C:13]1[C:14]2[C:19](=[CH:18][C:17]([O:20][CH3:21])=[C:16]([O:22][CH3:23])[CH:15]=2)[C:10]([CH2:9][C:8]2[CH:28]=[CH:29][CH:30]=[C:6]([O:5][CH:1]([CH2:3][CH3:4])[CH3:2])[CH:7]=2)=[N:11][CH:12]=1. The catalyst class is: 268. (3) Product: [N:23]1([CH2:22][CH2:21][O:20][C:17]2[CH:16]=[CH:15][C:14]([O:13][C:9]3[C:8]([O:29][S:30]([C:33]([F:36])([F:34])[F:35])(=[O:32])=[O:31])=[CH:7][CH:6]=[C:5]4[C:10]=3[CH:11]=[CH:12][C:65]([O:64][C:61](=[O:63])[CH3:62])=[CH:66]4)=[CH:19][CH:18]=2)[CH2:28][CH2:27][CH2:26][CH2:25][CH2:24]1. Reactant: COC1C=[C:5]2[C:10](=[CH:11][CH:12]=1)[C:9]([O:13][C:14]1[CH:19]=[CH:18][C:17]([O:20][CH2:21][CH2:22][N:23]3[CH2:28][CH2:27][CH2:26][CH2:25][CH2:24]3)=[CH:16][CH:15]=1)=[C:8]([O:29][S:30]([C:33]([F:36])([F:35])[F:34])(=[O:32])=[O:31])[CH:7]=[CH:6]2.Cl.CCOCC.B(Br)(Br)Br.C(=O)(O)[O-].[Na+].C(N(CC)C(C)C)(C)C.[C:61]([O:64][C:65](=O)[CH3:66])(=[O:63])[CH3:62]. The catalyst class is: 172. (4) Reactant: C(Cl)(=O)C(Cl)=O.[C:7]([O:10][C:11]1[C:19]([Cl:20])=[CH:18][C:17]([Cl:21])=[CH:16][C:12]=1[C:13](Cl)=[O:14])(=[O:9])[CH3:8].Cl.C([O:25][C:26](=[O:36])[C@H:27]([CH2:29][C:30]1[CH:35]=[CH:34][CH:33]=[CH:32][CH:31]=1)[NH2:28])C. Product: [C:7]([O:10][C:11]1[C:19]([Cl:20])=[CH:18][C:17]([Cl:21])=[CH:16][C:12]=1[C:13]([NH:28][C@H:27]([C:26]([OH:36])=[O:25])[CH2:29][C:30]1[CH:35]=[CH:34][CH:33]=[CH:32][CH:31]=1)=[O:14])(=[O:9])[CH3:8]. The catalyst class is: 66. (5) Reactant: [F:1][C:2]1[CH:7]=[CH:6][C:5]([N:8]2[C:12]([C:13]([OH:15])=[O:14])=[CH:11][N:10]=[C:9]2SCC2C(F)=CC=C(F)C=2F)=[CH:4][CH:3]=1.CC1N([NH:36][CH2:37][C:38]2[C:43]([F:44])=[CH:42][CH:41]=[C:40]([F:45])[C:39]=2[F:46])C(C([O-])=O)=CN=1.[Li+].[OH-].[CH2:49]1COCC1. Product: [F:1][C:2]1[CH:3]=[CH:4][C:5]([N:8]2[C:12]([C:13]([OH:15])=[O:14])=[CH:11][N:10]=[C:9]2[N:36]([CH3:49])[CH2:37][C:38]2[C:43]([F:44])=[CH:42][CH:41]=[C:40]([F:45])[C:39]=2[F:46])=[CH:6][CH:7]=1. The catalyst class is: 5. (6) Reactant: [Cl:1][C:2]1[CH:11]=[C:10]([OH:12])[CH:9]=[CH:8][C:3]=1[C:4]([O:6][CH3:7])=[O:5].OS(C(F)(F)F)(=O)=O.[Br:21]N1C(=O)CCC1=O. Product: [Br:21][C:9]1[C:10]([OH:12])=[CH:11][C:2]([Cl:1])=[C:3]([CH:8]=1)[C:4]([O:6][CH3:7])=[O:5]. The catalyst class is: 23. (7) Reactant: [CH2:1]([O:3][C:4]([C:6]1[CH:7]=[N:8][N:9]([CH2:11][C:12]2([OH:25])[CH2:17][CH2:16][N:15](C(OC(C)(C)C)=O)[CH2:14][CH2:13]2)[CH:10]=1)=[O:5])[CH3:2].Cl.O1CCOCC1. Product: [OH:25][C:12]1([CH2:11][N:9]2[CH:10]=[C:6]([C:4]([O:3][CH2:1][CH3:2])=[O:5])[CH:7]=[N:8]2)[CH2:17][CH2:16][NH:15][CH2:14][CH2:13]1. The catalyst class is: 14. (8) Reactant: [CH3:1][O:2][C:3]1[CH:8]=[C:7]([O:9][CH3:10])[CH:6]=[CH:5][C:4]=1[C:11]1[C:15]2[CH:16]=[CH:17][CH:18]=[CH:19][C:14]=2[O:13][N:12]=1.[Br:20]Br. Product: [Br:20][C:6]1[C:7]([O:9][CH3:10])=[CH:8][C:3]([O:2][CH3:1])=[C:4]([C:11]2[C:15]3[CH:16]=[CH:17][CH:18]=[CH:19][C:14]=3[O:13][N:12]=2)[CH:5]=1. The catalyst class is: 22.